This data is from Forward reaction prediction with 1.9M reactions from USPTO patents (1976-2016). The task is: Predict the product of the given reaction. (1) The product is: [C:1]([O:5][C:6]([NH:8][CH2:9][C:10]([NH:35][C:36]1[CH:41]=[CH:40][CH:39]=[CH:38][C:37]=1/[CH:42]=[CH:43]/[C:44]([O:46][CH3:47])=[O:45])=[O:12])=[O:7])([CH3:2])([CH3:3])[CH3:4]. Given the reactants [C:1]([O:5][C:6]([NH:8][CH2:9][C:10]([OH:12])=O)=[O:7])([CH3:4])([CH3:3])[CH3:2].Cl.CN(C)CCCN=C=NCC.ON1C2C=CC=CC=2N=N1.[NH2:35][C:36]1[CH:41]=[CH:40][CH:39]=[CH:38][C:37]=1/[CH:42]=[CH:43]/[C:44]([O:46][CH3:47])=[O:45], predict the reaction product. (2) Given the reactants [NH2:1][C:2]1[CH:10]=[C:9]([O:11][CH3:12])[CH:8]=[C:7]([O:13][CH3:14])[C:3]=1[C:4]([NH2:6])=[O:5].[CH3:15][O:16][C:17]1[CH:24]=[CH:23][C:20]([CH:21]=O)=[CH:19][C:18]=1[CH2:25][N:26]1[CH2:31][CH2:30][O:29][CH2:28][CH2:27]1.COC1C=C(OC)C=C2C=1C(=O)NC(C1C=CC=CN=1)=N2, predict the reaction product. The product is: [CH3:14][O:13][C:7]1[CH:8]=[C:9]([O:11][CH3:12])[CH:10]=[C:2]2[C:3]=1[C:4](=[O:5])[NH:6][C:21]([C:20]1[CH:23]=[CH:24][C:17]([O:16][CH3:15])=[C:18]([CH2:25][N:26]3[CH2:31][CH2:30][O:29][CH2:28][CH2:27]3)[CH:19]=1)=[N:1]2. (3) The product is: [Cl:11][C:12]1[CH:13]=[N:14][CH:15]=[C:16]([Cl:33])[C:17]=1[NH:18][C:19]1[C:28]2[C:23](=[C:24]([O:31][CH2:2][CH2:3][CH2:4][C:5]3[CH:10]=[CH:9][CH:8]=[CH:7][CH:6]=3)[C:25]([O:29][CH3:30])=[CH:26][CH:27]=2)[O:22][C:21](=[O:32])[CH:20]=1. Given the reactants Br[CH2:2][CH2:3][CH2:4][C:5]1[CH:10]=[CH:9][CH:8]=[CH:7][CH:6]=1.[Cl:11][C:12]1[CH:13]=[N:14][CH:15]=[C:16]([Cl:33])[C:17]=1[NH:18][C:19]1[C:28]2[C:23](=[C:24]([OH:31])[C:25]([O:29][CH3:30])=[CH:26][CH:27]=2)[O:22][C:21](=[O:32])[CH:20]=1, predict the reaction product. (4) Given the reactants [Cl:1][C:2]1[N:7]=[CH:6][C:5]([C:8](Cl)=[O:9])=[CH:4][CH:3]=1.[NH2:11][C:12]1[CH:13]=[C:14]([NH:19][C:20](=[O:30])[C:21]2[CH:26]=[CH:25][CH:24]=[C:23]([N:27]([CH3:29])[CH3:28])[CH:22]=2)[CH:15]=[CH:16][C:17]=1[CH3:18].C(=O)([O-])[O-].[K+].[K+].CN(C=O)C, predict the reaction product. The product is: [Cl:1][C:2]1[N:7]=[CH:6][C:5]([C:8]([NH:11][C:12]2[CH:13]=[C:14]([NH:19][C:20](=[O:30])[C:21]3[CH:26]=[CH:25][CH:24]=[C:23]([N:27]([CH3:28])[CH3:29])[CH:22]=3)[CH:15]=[CH:16][C:17]=2[CH3:18])=[O:9])=[CH:4][CH:3]=1. (5) Given the reactants [N+]([O-])(O)=O.[CH3:5][N:6]1[C:14]2[N:13]=[CH:12][NH:11][C:10]=2[C:9](=[O:15])[NH:8][C:7]1=[O:16].[ClH:17], predict the reaction product. The product is: [Cl:17][C:12]1[NH:11][C:10]2[C:9](=[O:15])[NH:8][C:7](=[O:16])[N:6]([CH3:5])[C:14]=2[N:13]=1. (6) Given the reactants [Li+].[OH-].O.[C:4]([O:8][C:9]([N:11]([C:55]([O:57][C:58]([CH3:61])([CH3:60])[CH3:59])=[O:56])[C:12]1[C:21]2[C:16](=[CH:17][C:18]([NH:22][CH:23]3[C:40](=[O:41])[N:39]([CH3:42])[CH2:38][C:37]4[CH:43]=[C:33]([CH:34]=[CH:35][C:36]=4[C:44]([O:46]C)=[O:45])[NH:32][C:31](=[O:48])[O:30][CH2:29][C:28]([F:50])([F:49])[C:27]4[C:51]([CH3:53])=[CH:52][C:24]3=[CH:25][C:26]=4[CH3:54])=[CH:19][CH:20]=2)[CH:15]=[CH:14][N:13]=1)=[O:10])([CH3:7])([CH3:6])[CH3:5].S(=O)(=O)(O)[O-].[Na+], predict the reaction product. The product is: [C:4]([O:8][C:9]([N:11]([C:55]([O:57][C:58]([CH3:61])([CH3:60])[CH3:59])=[O:56])[C:12]1[C:21]2[C:16](=[CH:17][C:18]([NH:22][CH:23]3[C:40](=[O:41])[N:39]([CH3:42])[CH2:38][C:37]4[CH:43]=[C:33]([CH:34]=[CH:35][C:36]=4[C:44]([OH:46])=[O:45])[NH:32][C:31](=[O:48])[O:30][CH2:29][C:28]([F:50])([F:49])[C:27]4[C:26]([CH3:54])=[CH:25][C:24]3=[CH:52][C:51]=4[CH3:53])=[CH:19][CH:20]=2)[CH:15]=[CH:14][N:13]=1)=[O:10])([CH3:6])([CH3:7])[CH3:5].